Dataset: Full USPTO retrosynthesis dataset with 1.9M reactions from patents (1976-2016). Task: Predict the reactants needed to synthesize the given product. (1) Given the product [OH:8][C:9]1[CH:14]=[CH:13][C:12](/[CH:15]=[CH:16]/[C:17]([NH:19][CH2:20][CH2:21][CH2:22][CH2:23][CH2:24][CH2:25][CH2:26][CH2:27][CH3:28])=[O:18])=[C:11]([CH3:29])[CH:10]=1, predict the reactants needed to synthesize it. The reactants are: C([O:8][C:9]1[CH:14]=[CH:13][C:12](/[CH:15]=[CH:16]/[C:17]([NH:19][CH2:20][CH2:21][CH2:22][CH2:23][CH2:24][CH2:25][CH2:26][CH2:27][CH3:28])=[O:18])=[C:11]([CH3:29])[CH:10]=1)C1C=CC=CC=1.CSC.O. (2) Given the product [Cl:22][C:21]1[C:20]2[C:15](=[CH:16][CH:17]=[CH:18][CH:19]=2)[N:14]=[CH:13][C:12]=1[NH:11][CH:5]=[O:7], predict the reactants needed to synthesize it. The reactants are: C(O[C:5](=[O:7])C)(=O)C.C(O)=O.[NH2:11][C:12]1[CH:13]=[N:14][C:15]2[C:20]([C:21]=1[Cl:22])=[CH:19][CH:18]=[CH:17][CH:16]=2. (3) Given the product [CH2:24]([N:14]1[C:13](=[O:28])[C:12]2[C:16](=[CH:17][C:9]([C:8]([F:7])([F:29])[F:30])=[CH:10][CH:11]=2)[CH:15]1[CH2:18][C:19]([NH:5][C:4]([NH2:6])=[NH:3])=[O:20])[CH:25]([CH3:27])[CH3:26], predict the reactants needed to synthesize it. The reactants are: [Na].[Cl-].[NH2:3][C:4]([NH2:6])=[NH2+:5].[F:7][C:8]([F:30])([F:29])[C:9]1[CH:17]=[C:16]2[C:12]([C:13](=[O:28])[N:14]([CH2:24][CH:25]([CH3:27])[CH3:26])[CH:15]2[CH2:18][C:19](OCC)=[O:20])=[CH:11][CH:10]=1. (4) Given the product [Br:26][C:19]1[CH:20]=[C:15]([C:6]2[N:5]([CH2:4][C:3]3[CH:21]=[C:22]([Cl:25])[CH:23]=[CH:24][C:2]=3[Cl:1])[C:9]([C:10]([O:12][CH2:13][CH3:14])=[O:11])=[CH:8][N:7]=2)[CH:16]=[N:17][CH:18]=1, predict the reactants needed to synthesize it. The reactants are: [Cl:1][C:2]1[CH:24]=[CH:23][C:22]([Cl:25])=[CH:21][C:3]=1[CH2:4][N:5]1[C:9]([C:10]([O:12][CH2:13][CH3:14])=[O:11])=[CH:8][N:7]=[C:6]1[C:15]1[CH:16]=[N:17][CH:18]=[CH:19][CH:20]=1.[Br:26]N1C(=O)CCC1=O.O. (5) The reactants are: [Br:1][C:2]1[CH:3]=[C:4]([CH3:16])[C:5]([O:11][CH:12]2[CH2:15][CH2:14][CH2:13]2)=[C:6]([CH:10]=1)[C:7]([OH:9])=O.[CH2:17]([O:19][C:20]([C:22]1([NH2:31])[CH2:30][C:29]2[C:24](=[CH:25][CH:26]=[CH:27][CH:28]=2)[CH2:23]1)=[O:21])[CH3:18].CCN(C(C)C)C(C)C.CC(O)C.C(Cl)Cl. Given the product [CH2:17]([O:19][C:20]([C:22]1([NH:31][C:7](=[O:9])[C:6]2[CH:10]=[C:2]([Br:1])[CH:3]=[C:4]([CH3:16])[C:5]=2[O:11][CH:12]2[CH2:15][CH2:14][CH2:13]2)[CH2:30][C:29]2[C:24](=[CH:25][CH:26]=[CH:27][CH:28]=2)[CH2:23]1)=[O:21])[CH3:18], predict the reactants needed to synthesize it. (6) Given the product [I:3][C:4]1[CH:5]=[C:6]2[C:10](=[CH:11][CH:12]=1)[N:9]([CH2:16][CH2:17][CH2:18][CH2:19][CH2:20][CH3:21])[C:8](=[O:13])[C:7]2=[O:14], predict the reactants needed to synthesize it. The reactants are: [H-].[Na+].[I:3][C:4]1[CH:5]=[C:6]2[C:10](=[CH:11][CH:12]=1)[NH:9][C:8](=[O:13])[C:7]2=[O:14].I[CH2:16][CH2:17][CH2:18][CH2:19][CH2:20][CH3:21]. (7) Given the product [Br:53][CH2:52][CH2:51][CH2:50][CH2:49][CH2:48][CH2:47][C:37]1([CH2:40][CH2:41][CH2:42][CH2:43][CH2:44][CH2:45][Br:46])[C:36]2[CH:35]=[C:34]([C:6]#[C:5][Si:2]([CH3:4])([CH3:3])[CH3:1])[CH:33]=[CH:32][C:31]=2[C:30]2[C:29]1=[CH:28][C:27]([C:24]1[CH:25]=[CH:26][C:21]([C:14]3[CH:13]=[C:12]4[C:17]([C:18]5[CH:19]=[CH:20][C:8]([C:6]#[C:5][Si:2]([CH3:4])([CH3:3])[CH3:1])=[CH:9][C:10]=5[C:11]4([CH2:62][CH2:63][CH2:64][CH2:65][CH2:66][CH2:67][Br:68])[CH2:55][CH2:56][CH2:57][CH2:58][CH2:59][CH2:60][Br:61])=[CH:16][CH:15]=3)=[CH:22][CH:23]=1)=[CH:39][CH:38]=2, predict the reactants needed to synthesize it. The reactants are: [CH3:1][Si:2]([C:5]#[CH:6])([CH3:4])[CH3:3].Br[C:8]1[CH:20]=[CH:19][C:18]2[C:17]3[C:12](=[CH:13][C:14]([C:21]4[CH:26]=[CH:25][C:24]([C:27]5[CH:39]=[C:38]6[C:30]([C:31]7[CH:32]=[CH:33][C:34](Br)=[CH:35][C:36]=7[C:37]6([CH2:47][CH2:48][CH2:49][CH2:50][CH2:51][CH2:52][Br:53])[CH2:40][CH2:41][CH2:42][CH2:43][CH2:44][CH2:45][Br:46])=[CH:29][CH:28]=5)=[CH:23][CH:22]=4)=[CH:15][CH:16]=3)[C:11]([CH2:62][CH2:63][CH2:64][CH2:65][CH2:66][CH2:67][Br:68])([CH2:55][CH2:56][CH2:57][CH2:58][CH2:59][CH2:60][Br:61])[C:10]=2[CH:9]=1.